This data is from Reaction yield outcomes from USPTO patents with 853,638 reactions. The task is: Predict the reaction yield, written as a fraction of the theoretical maximum amount of product (1.0 means a 100% yield; for example, 0.34 means a 34% yield). (1) The reactants are [NH2:1][C:2]1[N:9]=[CH:8][C:7](Br)=[CH:6][C:3]=1[CH:4]=[O:5].[CH3:11][O:12][C:13]1[CH:18]=[CH:17][C:16](B(O)O)=[CH:15][CH:14]=1.C(=O)([O-])[O-].[K+].[K+]. The catalyst is CC#N.O. The product is [NH2:1][C:2]1[N:9]=[CH:8][C:7]([C:16]2[CH:17]=[CH:18][C:13]([O:12][CH3:11])=[CH:14][CH:15]=2)=[CH:6][C:3]=1[CH:4]=[O:5]. The yield is 0.470. (2) The reactants are [N:1]1([C:6]2[N:10]3[CH:11]=[C:12]([O:15][C@H:16]4[C:25]5[C:20](=[CH:21][CH:22]=[CH:23][CH:24]=5)[C@@H:19]([NH2:26])[CH2:18][CH2:17]4)[CH:13]=[CH:14][C:9]3=[N:8][N:7]=2)[CH2:5][CH2:4][CH2:3][CH2:2]1.ClC(Cl)(Cl)C[O:30][C:31](=O)[NH:32][C:33]1[N:34]([C:42]2[CH:47]=[CH:46][C:45]([CH3:48])=[CH:44][CH:43]=2)[N:35]=[C:36]([C:38]([CH3:41])([CH3:40])[CH3:39])[CH:37]=1.CCN(C(C)C)C(C)C. The catalyst is O1CCOCC1. The product is [C:38]([C:36]1[CH:37]=[C:33]([NH:32][C:31]([NH:26][C@@H:19]2[C:20]3[C:25](=[CH:24][CH:23]=[CH:22][CH:21]=3)[C@H:16]([O:15][C:12]3[CH:13]=[CH:14][C:9]4[N:10]([C:6]([N:1]5[CH2:5][CH2:4][CH2:3][CH2:2]5)=[N:7][N:8]=4)[CH:11]=3)[CH2:17][CH2:18]2)=[O:30])[N:34]([C:42]2[CH:47]=[CH:46][C:45]([CH3:48])=[CH:44][CH:43]=2)[N:35]=1)([CH3:41])([CH3:39])[CH3:40]. The yield is 0.200.